Predict which catalyst facilitates the given reaction. From a dataset of Catalyst prediction with 721,799 reactions and 888 catalyst types from USPTO. (1) Reactant: [NH:1]1[CH:5]=[CH:4][CH:3]=[N:2]1.[H-].[Na+].[Cl:8][C:9]1[CH:17]=[CH:16][C:15](F)=[CH:14][C:10]=1[C:11]([NH2:13])=[O:12]. Product: [Cl:8][C:9]1[CH:17]=[CH:16][C:15]([N:1]2[CH:5]=[CH:4][CH:3]=[N:2]2)=[CH:14][C:10]=1[C:11]([NH2:13])=[O:12]. The catalyst class is: 3. (2) Reactant: Br[C:2]([CH3:13])([C:8]([O:10][CH2:11][CH3:12])=[O:9])[C:3]([O:5][CH2:6][CH3:7])=[O:4].[C:14](#[N:18])[CH2:15][C:16]#[N:17].CC(C)([O-])C.[K+].[Cl-].[NH4+]. Product: [C:16]([CH:15]([C:2]([CH3:13])([C:8]([O:10][CH2:11][CH3:12])=[O:9])[C:3]([O:5][CH2:6][CH3:7])=[O:4])[C:14]#[N:18])#[N:17]. The catalyst class is: 54.